Regression. Given a target protein amino acid sequence and a drug SMILES string, predict the binding affinity score between them. We predict pKi (pKi = -log10(Ki in M); higher means stronger inhibition). Dataset: bindingdb_ki. From a dataset of Drug-target binding data from BindingDB using Ki measurements. (1) The small molecule is CCCc1cc2c3c(N)nc(N)nc3ccc2n1CC. The target protein (P22906) has sequence MSKPNVAIIVAALKPALGIGYKGKMPWRLRKEIRYFKDVTTRTTKPNTRNAVIMGRKTWESIPQKFRPLPDRLNIILSRSYENKIIDDNIIHASSIESSLNLVSDVERVFIIGGAEIYNELINNSLVSHLLITEIEHPSPESIEMDTFLKFPLESWTKQPKSELQKFVGDTVLEDDIKEGDFTYNYTLWTRK. The pKi is 9.1. (2) The drug is CCCCc1nc(C)n(Cc2sccc2C(=O)O)c(=O)c1Cc1ccc(-c2ccccc2-c2nnn[nH]2)cc1. The target protein (P25104) has sequence MILNSSTEDGIKRIQDDCPKAGRHNYIFIMIPTLYSIIFVVGIFGNSLVVIVIYFYMKLKTVASVFLLNLALADLCFLLTLPLWAVYTAMEYRWPFGNYLCKIASASVSFNLYASVFLLTCLSIDRYLAIVHPMKSRLRRTMLVAKVTCIIIWLLAGLASLPTIIHRNVFFIENTNITVCAFHYESQNSTLPVGLGLTKNILGFLFPFLIILTSYTLIWKTLKKAYEIQKNKPRKDDIFKIILAIVLFFFFSWVPHQIFTFMDVLIQLGLIRDCKIEDIVDTAMPITICLAYFNNCLNPLFYGFLGKKFKKYFLQLLKYIPPKAKSHSNLSTKMSTLSYRPSENGNSSTKKPAPCIEVE. The pKi is 8.4.